Binary Classification. Given a T-cell receptor sequence (or CDR3 region) and an epitope sequence, predict whether binding occurs between them. From a dataset of TCR-epitope binding with 47,182 pairs between 192 epitopes and 23,139 TCRs. (1) The epitope is TLVPQEHYV. The TCR CDR3 sequence is CASSESDRGVYEQYF. Result: 1 (the TCR binds to the epitope). (2) The epitope is RLRPGGKKK. The TCR CDR3 sequence is CASSSDRSFYGYTF. Result: 1 (the TCR binds to the epitope). (3) The epitope is LPRRSGAAGA. The TCR CDR3 sequence is CASSPGLANTDTQYF. Result: 1 (the TCR binds to the epitope). (4) The epitope is SLVKPSFYV. The TCR CDR3 sequence is CASSLGQGDQPQHF. Result: 1 (the TCR binds to the epitope). (5) The epitope is TLDSKTQSL. The TCR CDR3 sequence is CATSDSDRAGNYGYTF. Result: 1 (the TCR binds to the epitope). (6) The epitope is KLGGALQAK. The TCR CDR3 sequence is CATSLAESTDTQYF. Result: 1 (the TCR binds to the epitope). (7) The epitope is YEGNSPFHPL. The TCR CDR3 sequence is CASSEGNTGELFF. Result: 0 (the TCR does not bind to the epitope). (8) The epitope is SEPVLKGVKL. The TCR CDR3 sequence is CASSQGAAGAQETQYF. Result: 1 (the TCR binds to the epitope). (9) The epitope is KTWGQYWQV. The TCR CDR3 sequence is CASSLGLAGGTDTQYF. Result: 0 (the TCR does not bind to the epitope). (10) The epitope is LLQTGIHVRVSQPSL. The TCR CDR3 sequence is CASRDRGSYDSQYF. Result: 0 (the TCR does not bind to the epitope).